Task: Predict the product of the given reaction.. Dataset: Forward reaction prediction with 1.9M reactions from USPTO patents (1976-2016) (1) Given the reactants [CH2:1]([O:3][CH2:4][O:5][C@@H:6]([CH3:10])[C:7]([O-:9])=[O:8])[CH3:2].[Cs+].[I-].[Cs+].[NH2:14][C:15](=[O:58])[C:16]([CH3:57])([CH3:56])[CH2:17][NH:18][C:19]([C@H:21]([CH:53]([CH3:55])[CH3:54])[CH2:22][C@@H:23]1[O:27][CH2:26][N:25]([C:28]([O:30][CH2:31]Cl)=[O:29])[C@H:24]1[CH2:33][C@H:34]([CH2:38][C:39]1[CH:44]=[CH:43][C:42]([O:45][CH3:46])=[C:41]([O:47][CH2:48][CH2:49][CH2:50][O:51][CH3:52])[CH:40]=1)[CH:35]([CH3:37])[CH3:36])=[O:20].C(O)(=O)CC(CC(O)=O)(C(O)=O)O, predict the reaction product. The product is: [NH2:14][C:15](=[O:58])[C:16]([CH3:56])([CH3:57])[CH2:17][NH:18][C:19]([C@H:21]([CH:53]([CH3:54])[CH3:55])[CH2:22][C@@H:23]1[O:27][CH2:26][N:25]([C:28]([O:30][CH2:31][O:8][C:7](=[O:9])[C@@H:6]([O:5][CH2:4][O:3][CH2:1][CH3:2])[CH3:10])=[O:29])[C@H:24]1[CH2:33][C@H:34]([CH2:38][C:39]1[CH:44]=[CH:43][C:42]([O:45][CH3:46])=[C:41]([O:47][CH2:48][CH2:49][CH2:50][O:51][CH3:52])[CH:40]=1)[CH:35]([CH3:36])[CH3:37])=[O:20]. (2) Given the reactants ICCCCOC1CCCCO1.[CH3:13][C:14]1[N:15]([CH2:34][CH2:35][CH2:36][CH2:37][O:38]C2CCCCO2)[C:16]([CH3:33])=[C:17]([C:24]2[CH:29]=[CH:28][C:27]([N+:30]([O-:32])=[O:31])=[CH:26][CH:25]=2)[C:18]=1[C:19]([O:21][CH2:22][CH3:23])=[O:20].Cl.C(=O)(O)[O-].[Na+], predict the reaction product. The product is: [OH:38][CH2:37][CH2:36][CH2:35][CH2:34][N:15]1[C:16]([CH3:33])=[C:17]([C:24]2[CH:29]=[CH:28][C:27]([N+:30]([O-:32])=[O:31])=[CH:26][CH:25]=2)[C:18]([C:19]([O:21][CH2:22][CH3:23])=[O:20])=[C:14]1[CH3:13]. (3) Given the reactants [C:1]([O:5][C:6](=[O:27])[C@H:7]([CH2:19][C:20]1[CH:25]=[CH:24][C:23]([OH:26])=[CH:22][CH:21]=1)[NH:8][C:9]1[C:13](OCC)=[N:12][S:11](=[O:18])(=[O:17])[N:10]=1)([CH3:4])([CH3:3])[CH3:2].C([O-])=O.[CH3:31][C:32]1[CH:33]=[C:34]([NH:38][C:39]([NH:41][CH2:42][CH2:43][NH2:44])=[O:40])[CH:35]=[CH:36][CH:37]=1.C(N(CC)CC)C, predict the reaction product. The product is: [C:1]([O:5][C:6](=[O:27])[C@H:7]([CH2:19][C:20]1[CH:25]=[CH:24][C:23]([OH:26])=[CH:22][CH:21]=1)[NH:8][C:9]1[C:13]([NH:44][CH2:43][CH2:42][NH:41][C:39]([NH:38][C:34]2[CH:35]=[CH:36][CH:37]=[C:32]([CH3:31])[CH:33]=2)=[O:40])=[N:12][S:11](=[O:17])(=[O:18])[N:10]=1)([CH3:3])([CH3:4])[CH3:2]. (4) Given the reactants [CH2:1]([O:3][C:4]1[C:8]([CH2:9][CH2:10][CH2:11][OH:12])=[CH:7][N:6]([C:13]2[CH:18]=[C:17]([C:19]([F:22])([F:21])[F:20])[CH:16]=[CH:15][N:14]=2)[N:5]=1)[CH3:2].[CH2:23]([O:25][C:26]1[CH:27]=[C:28]([CH2:33][CH2:34][C:35]([O:37]CC)=[O:36])[CH:29]=[CH:30][C:31]=1O)C.C(P(CCCC)CCCC)CCC.N(C(N1CCCCC1)=O)=NC(N1CCCCC1)=O, predict the reaction product. The product is: [CH2:1]([O:3][C:4]1[C:8]([CH2:9][CH2:10][CH2:11][O:12][C:31]2[CH:30]=[CH:29][C:28]([CH2:33][CH2:34][C:35]([OH:37])=[O:36])=[CH:27][C:26]=2[O:25][CH3:23])=[CH:7][N:6]([C:13]2[CH:18]=[C:17]([C:19]([F:21])([F:20])[F:22])[CH:16]=[CH:15][N:14]=2)[N:5]=1)[CH3:2]. (5) Given the reactants [C:1]([CH:3]1[CH2:6][N:5]([C:7](=[O:42])[C@H:8]([NH:10][C:11]([C:13]2[C:21]3[C:16](=[N:17][CH:18]=[C:19]([C:22]4[C:30]5[CH2:29][C:28]([CH3:32])([CH3:31])[CH2:27][CH2:26][C:25]=5[N:24]([CH3:33])[N:23]=4)[N:20]=3)[N:15](COCC[Si](C)(C)C)[CH:14]=2)=[O:12])[CH3:9])[CH2:4]1)#[N:2].FC(F)(F)C(O)=O.C(N)CN, predict the reaction product. The product is: [C:1]([CH:3]1[CH2:4][N:5]([C:7](=[O:42])[C@H:8]([NH:10][C:11]([C:13]2[C:21]3[C:16](=[N:17][CH:18]=[C:19]([C:22]4[C:30]5[CH2:29][C:28]([CH3:31])([CH3:32])[CH2:27][CH2:26][C:25]=5[N:24]([CH3:33])[N:23]=4)[N:20]=3)[NH:15][CH:14]=2)=[O:12])[CH3:9])[CH2:6]1)#[N:2]. (6) Given the reactants [Cl:1][C:2]1[C:11]2[C:6](=[CH:7][C:8]([O:12][CH3:13])=[CH:9][CH:10]=2)[C:5]([OH:14])=[CH:4][N:3]=1.C(=O)([O-])[O-].[K+].[K+].I[CH2:22][CH3:23], predict the reaction product. The product is: [Cl:1][C:2]1[C:11]2[C:6](=[CH:7][C:8]([O:12][CH3:13])=[CH:9][CH:10]=2)[C:5]([O:14][CH2:22][CH3:23])=[CH:4][N:3]=1. (7) Given the reactants [CH3:1]/[CH:2]=[CH:3]/[C:4]([CH:6]1[C:11]([CH3:13])([CH3:12])[CH2:10][CH:9]=[CH:8][CH:7]1[CH3:14])=[O:5].[SH:15][CH:16]([CH2:20][C:21]([OH:23])=[O:22])[C:17]([OH:19])=[O:18], predict the reaction product. The product is: [O:5]=[C:4]([CH:6]1[C:11]([CH3:12])([CH3:13])[CH2:10][CH:9]=[CH:8][CH:7]1[CH3:14])[CH2:3][CH:2]([S:15][CH:16]([CH2:20][C:21]([OH:23])=[O:22])[C:17]([OH:19])=[O:18])[CH3:1].